Dataset: Forward reaction prediction with 1.9M reactions from USPTO patents (1976-2016). Task: Predict the product of the given reaction. (1) Given the reactants [C:1]([NH:4][CH2:5][CH2:6][C:7]1[O:8][C:9]2[C:15]([CH2:16][O:17][C:18]3[CH:23]=[CH:22][C:21]([CH2:24][CH2:25][C:26]([O:28]CC)=[O:27])=[C:20]([CH3:31])[C:19]=3[CH3:32])=[CH:14][C:13]([F:33])=[CH:12][C:10]=2[CH:11]=1)(=[O:3])[CH3:2].[Li+].[OH-], predict the reaction product. The product is: [C:1]([NH:4][CH2:5][CH2:6][C:7]1[O:8][C:9]2[C:15]([CH2:16][O:17][C:18]3[CH:23]=[CH:22][C:21]([CH2:24][CH2:25][C:26]([OH:28])=[O:27])=[C:20]([CH3:31])[C:19]=3[CH3:32])=[CH:14][C:13]([F:33])=[CH:12][C:10]=2[CH:11]=1)(=[O:3])[CH3:2]. (2) Given the reactants Cl.Br[C:3]1[CH:8]=[CH:7][N:6]=[CH:5][CH:4]=1.[P:9]([O-:16])([O:13][CH2:14][CH3:15])[O:10][CH2:11][CH3:12].C1(C)C=CC=CC=1, predict the reaction product. The product is: [N:6]1[CH:7]=[CH:8][C:3]([P:9](=[O:16])([O:13][CH2:14][CH3:15])[O:10][CH2:11][CH3:12])=[CH:4][CH:5]=1. (3) Given the reactants COC1C=CC(C([O:9][CH2:10][C@H:11]([O:21][Si:22]([C:25]([CH3:28])([CH3:27])[CH3:26])([CH3:24])[CH3:23])[CH2:12][O:13][Si:14]([C:17]([CH3:20])([CH3:19])[CH3:18])([CH3:16])[CH3:15])=O)=CC=1.CC(C[AlH]CC(C)C)C.CO.[K].[Na], predict the reaction product. The product is: [Si:22]([O:21][C@H:11]([CH2:12][O:13][Si:14]([C:17]([CH3:20])([CH3:19])[CH3:18])([CH3:15])[CH3:16])[CH2:10][OH:9])([C:25]([CH3:28])([CH3:27])[CH3:26])([CH3:24])[CH3:23]. (4) The product is: [C:1]1([CH2:7][CH2:8][C:9]2[NH:11][C:12]3=[N:13][CH:14]=[CH:15][CH:16]=[C:17]3[CH:18]=2)[CH:2]=[CH:3][CH:4]=[CH:5][CH:6]=1. Given the reactants [C:1]1([CH2:7][CH2:8][C:9]([NH:11][C:12]2[C:17]([CH2:18]P(=O)(OCC)OCC)=[CH:16][CH:15]=[CH:14][N:13]=2)=O)[CH:6]=[CH:5][CH:4]=[CH:3][CH:2]=1.C(O[K])(C)(C)C, predict the reaction product.